This data is from Catalyst prediction with 721,799 reactions and 888 catalyst types from USPTO. The task is: Predict which catalyst facilitates the given reaction. (1) Reactant: [O:1]=[C:2]1[NH:7][C:6]2[CH:8]=[C:9]([CH2:12][N:13]3[CH2:18][CH2:17][N:16]([C:19]4[CH:29]=[CH:28][C:22]([C:23]([O:25]CC)=[O:24])=[CH:21][N:20]=4)[CH2:15][CH2:14]3)[CH:10]=[N:11][C:5]=2[N:4]2[CH2:30][CH2:31][CH2:32][C@@H:3]12.[Li+].[OH-]. Product: [O:1]=[C:2]1[NH:7][C:6]2[CH:8]=[C:9]([CH2:12][N:13]3[CH2:14][CH2:15][N:16]([C:19]4[CH:29]=[CH:28][C:22]([C:23]([OH:25])=[O:24])=[CH:21][N:20]=4)[CH2:17][CH2:18]3)[CH:10]=[N:11][C:5]=2[N:4]2[CH2:30][CH2:31][CH2:32][C@@H:3]12. The catalyst class is: 12. (2) Reactant: Cl.[NH:2]1[C:10]2[C:5](=[CH:6][CH:7]=[CH:8][CH:9]=2)[C:4]([CH2:11][CH2:12][NH:13][CH:14]2[C:22]3[C:17](=[CH:18][C:19]([C:23]([O:25][CH2:26][CH3:27])=[O:24])=[CH:20][CH:21]=3)[CH2:16][CH2:15]2)=[CH:3]1.[C:28](Cl)(=[O:30])[CH3:29].CCN(CC)CC. Product: [C:28]([N:13]([CH2:12][CH2:11][C:4]1[C:5]2[C:10](=[CH:9][CH:8]=[CH:7][CH:6]=2)[NH:2][CH:3]=1)[CH:14]1[C:22]2[C:17](=[CH:18][C:19]([C:23]([O:25][CH2:26][CH3:27])=[O:24])=[CH:20][CH:21]=2)[CH2:16][CH2:15]1)(=[O:30])[CH3:29]. The catalyst class is: 2. (3) Reactant: C(=O)([O-])[O-].[Na+].[Na+].Br[C:8]1[CH:9]=[CH:10][C:11]([C:14]#[C:15][Si:16]([CH3:19])([CH3:18])[CH3:17])=[N:12][CH:13]=1.[Cl:20][C:21]1[CH:26]=[CH:25][C:24](OB(O)O)=[CH:23][CH:22]=1.C(OCC)(=O)C. Product: [Cl:20][C:21]1[CH:26]=[CH:25][C:24]([C:8]2[CH:9]=[CH:10][C:11]([C:14]#[C:15][Si:16]([CH3:19])([CH3:18])[CH3:17])=[N:12][CH:13]=2)=[CH:23][CH:22]=1. The catalyst class is: 12. (4) Reactant: [C:1]1([CH2:7][CH2:8][CH2:9][CH2:10][CH2:11][C:12]([NH:14][S:15]([C:18]2[CH:23]=[CH:22][CH:21]=[C:20]([C:24]3[CH:33]=[CH:32][C:31]4[CH2:30][CH2:29][CH2:28][C:27](=O)[C:26]=4[CH:25]=3)[N:19]=2)(=[O:17])=[O:16])=[O:13])[CH:6]=[CH:5][CH:4]=[CH:3][CH:2]=1.[S:35]1[C:39]2[CH:40]=[CH:41][CH:42]=[CH:43][C:38]=2[N:37]=[C:36]1[NH:44][NH2:45].O. Product: [C:1]1([CH2:7][CH2:8][CH2:9][CH2:10][CH2:11][C:12]([NH:14][S:15]([C:18]2[CH:23]=[CH:22][CH:21]=[C:20]([C:24]3[CH:33]=[CH:32][C:31]4[CH2:30][CH2:29][CH2:28][C:27](=[N:45][NH:44][C:36]5[S:35][C:39]6[CH:40]=[CH:41][CH:42]=[CH:43][C:38]=6[N:37]=5)[C:26]=4[CH:25]=3)[N:19]=2)(=[O:17])=[O:16])=[O:13])[CH:2]=[CH:3][CH:4]=[CH:5][CH:6]=1. The catalyst class is: 14. (5) Reactant: [CH3:1][O:2][C:3]1[CH:4]=[C:5]([C:9]2([C:16]#[N:17])[CH2:14][CH2:13][C:12](=[O:15])[CH2:11][CH2:10]2)[CH:6]=[CH:7][CH:8]=1.[BH4-].[Na+].[Cl-].[NH4+]. The catalyst class is: 5. Product: [OH:15][CH:12]1[CH2:11][CH2:10][C:9]([C:5]2[CH:6]=[CH:7][CH:8]=[C:3]([O:2][CH3:1])[CH:4]=2)([C:16]#[N:17])[CH2:14][CH2:13]1. (6) Reactant: [O:1]=[C:2]1[C:11]2[C:6](=[CH:7][CH:8]=[CH:9][CH:10]=2)[CH:5]=[CH:4][N:3]1[CH2:12][C:13]([O:15]C(C)(C)C)=[O:14].FC(F)(F)C(O)=O. Product: [O:1]=[C:2]1[C:11]2[C:6](=[CH:7][CH:8]=[CH:9][CH:10]=2)[CH:5]=[CH:4][N:3]1[CH2:12][C:13]([OH:15])=[O:14]. The catalyst class is: 4. (7) Reactant: [NH:1]1[CH2:4][CH:3]([NH:5][C:6](=[O:12])[O:7][C:8]([CH3:11])([CH3:10])[CH3:9])[CH2:2]1.[Cl:13][C:14]1[N:15]=[N:16][C:17](Cl)=[CH:18][CH:19]=1.C(N(C(C)C)C(C)C)C. Product: [Cl:13][C:14]1[N:15]=[N:16][C:17]([N:1]2[CH2:4][CH:3]([NH:5][C:6](=[O:12])[O:7][C:8]([CH3:9])([CH3:11])[CH3:10])[CH2:2]2)=[CH:18][CH:19]=1. The catalyst class is: 58. (8) Reactant: [CH3:1][N:2]([CH:4](OC)OC)[CH3:3].[F:9][C:10]1[CH:11]=[C:12]2[C:16](=[CH:17][CH:18]=1)[NH:15][C:14](=[O:19])[CH2:13]2.O. Product: [CH3:1][N:2](/[CH:4]=[C:13]1/[C:14](=[O:19])[NH:15][C:16]2[C:12]/1=[CH:11][C:10]([F:9])=[CH:18][CH:17]=2)[CH3:3]. The catalyst class is: 1.